From a dataset of Catalyst prediction with 721,799 reactions and 888 catalyst types from USPTO. Predict which catalyst facilitates the given reaction. (1) Reactant: [CH2:1]([O:8][CH2:9][CH2:10][O:11][C:12]1[CH:35]=[CH:34][C:15]([C:16]([N:18]2[C:24]3[CH:25]=[CH:26][CH:27]=[CH:28][C:23]=3[CH2:22][N:21]([CH2:29][C:30](O)=[O:31])[C:20](=[O:33])[CH2:19]2)=[O:17])=[C:14]([Cl:36])[CH:13]=1)[C:2]1[CH:7]=[CH:6][CH:5]=[CH:4][CH:3]=1.C(N(CC)CC)C.C1(C)C=CC=CC=1.[N-:51]=[N+:52]=[N-:53]. Product: [CH2:1]([O:8][CH2:9][CH2:10][O:11][C:12]1[CH:35]=[CH:34][C:15]([C:16]([N:18]2[C:24]3[CH:25]=[CH:26][CH:27]=[CH:28][C:23]=3[CH2:22][N:21]([CH2:29][C:30]([N:51]=[N+:52]=[N-:53])=[O:31])[C:20](=[O:33])[CH2:19]2)=[O:17])=[C:14]([Cl:36])[CH:13]=1)[C:2]1[CH:7]=[CH:6][CH:5]=[CH:4][CH:3]=1. The catalyst class is: 6. (2) Reactant: Cl.[CH:2]1([CH2:8][C:9]([NH:11][CH2:12][C@H:13]([NH:15][C:16]2[N:17]=[CH:18][C:19](/[CH:22]=[CH:23]/[C:24]([NH:26][O:27]C3CCCCO3)=[O:25])=[N:20][CH:21]=2)[CH3:14])=[O:10])[CH2:7][CH2:6][CH2:5][CH2:4][CH2:3]1. Product: [CH:2]1([CH2:8][C:9]([NH:11][CH2:12][C@H:13]([NH:15][C:16]2[N:17]=[CH:18][C:19](/[CH:22]=[CH:23]/[C:24]([NH:26][OH:27])=[O:25])=[N:20][CH:21]=2)[CH3:14])=[O:10])[CH2:7][CH2:6][CH2:5][CH2:4][CH2:3]1. The catalyst class is: 14.